This data is from Reaction yield outcomes from USPTO patents with 853,638 reactions. The task is: Predict the reaction yield, written as a fraction of the theoretical maximum amount of product (1.0 means a 100% yield; for example, 0.34 means a 34% yield). The reactants are CN(C)C=O.C(=O)([O-])[O-].[K+].[K+].I[C:13]1[C:18]([O:19][C:20]2[C:29]3[C:24](=[CH:25][C:26]([O:32][CH3:33])=[C:27]([O:30][CH3:31])[CH:28]=3)[N:23]=[CH:22][CH:21]=2)=[CH:17][CH:16]=[C:15]([CH3:34])[N:14]=1.[C:35]([C:37]1[CH:38]=[C:39](B(O)O)[CH:40]=[CH:41][CH:42]=1)#[N:36]. The catalyst is O. The product is [CH3:31][O:30][C:27]1[CH:28]=[C:29]2[C:24](=[CH:25][C:26]=1[O:32][CH3:33])[N:23]=[CH:22][CH:21]=[C:20]2[O:19][C:18]1[C:13]([C:41]2[CH:42]=[C:37]([CH:38]=[CH:39][CH:40]=2)[C:35]#[N:36])=[N:14][C:15]([CH3:34])=[CH:16][CH:17]=1. The yield is 0.920.